From a dataset of Peptide-MHC class II binding affinity with 134,281 pairs from IEDB. Regression. Given a peptide amino acid sequence and an MHC pseudo amino acid sequence, predict their binding affinity value. This is MHC class II binding data. (1) The peptide sequence is LGRFKHTDACCRTHDMCP. The MHC is DRB3_0101 with pseudo-sequence DRB3_0101. The binding affinity (normalized) is 0.0641. (2) The peptide sequence is YALFYKLDVVPIDNDNTSY. The MHC is HLA-DPA10103-DPB10301 with pseudo-sequence HLA-DPA10103-DPB10301. The binding affinity (normalized) is 0.198. (3) The peptide sequence is SVTIKLDGNLLSSND. The MHC is DRB1_1101 with pseudo-sequence DRB1_1101. The binding affinity (normalized) is 0.436. (4) The binding affinity (normalized) is 0.0687. The MHC is DRB1_1501 with pseudo-sequence DRB1_1501. The peptide sequence is VKTITNDQIEVTNAT. (5) The peptide sequence is QKYCPNKICTSKGDS. The MHC is HLA-DQA10104-DQB10503 with pseudo-sequence HLA-DQA10104-DQB10503. The binding affinity (normalized) is 0.0435. (6) The peptide sequence is KNPTDTGHGTVVMQV. The MHC is DRB1_0801 with pseudo-sequence DRB1_0801. The binding affinity (normalized) is 0.